This data is from Full USPTO retrosynthesis dataset with 1.9M reactions from patents (1976-2016). The task is: Predict the reactants needed to synthesize the given product. (1) Given the product [NH2:2][CH2:3][CH2:4][C:5]1[CH:13]=[CH:12][C:8]([C:9]([O:11][CH3:19])=[O:10])=[CH:7][CH:6]=1, predict the reactants needed to synthesize it. The reactants are: Cl.[NH2:2][CH2:3][CH2:4][C:5]1[CH:13]=[CH:12][C:8]([C:9]([OH:11])=[O:10])=[CH:7][CH:6]=1.OS(O)(=O)=O.[CH3:19]O. (2) Given the product [Cl:12][CH2:13][CH2:14][C@H:15]([N:11]1[C:4]2[C:5](=[N:6][CH:7]=[CH:8][C:3]=2[O:2][CH3:1])[CH:9]=[CH:10]1)[C:17]1[CH:22]=[CH:21][CH:20]=[CH:19][CH:18]=1, predict the reactants needed to synthesize it. The reactants are: [CH3:1][O:2][C:3]1[CH:8]=[CH:7][N:6]=[C:5]2[CH:9]=[CH:10][NH:11][C:4]=12.[Cl:12][CH2:13][CH2:14][C@H:15]([C:17]1[CH:22]=[CH:21][CH:20]=[CH:19][CH:18]=1)O. (3) Given the product [NH2:39][C:34]1[C:33]([C:28]2[CH:29]=[CH:30][CH:31]=[CH:32][N:27]=2)=[C:37]2[NH:38][C:8]([C:5]3[CH:4]=[CH:3][C:2]([F:1])=[CH:7][CH:6]=3)=[CH:9][C:10](=[O:12])[N:36]2[N:35]=1, predict the reactants needed to synthesize it. The reactants are: [F:1][C:2]1[CH:7]=[CH:6][C:5]([C:8](=O)[CH2:9][C:10]([O:12]CC)=O)=[CH:4][CH:3]=1.CC1C=CC(S(O)(=O)=O)=CC=1.[N:27]1[CH:32]=[CH:31][CH:30]=[CH:29][C:28]=1[C:33]1[C:34]([NH2:39])=[N:35][NH:36][C:37]=1[NH2:38]. (4) Given the product [CH:1]1([CH:7]([NH:25][C:26]2[CH:27]=[CH:28][C:29]([C:32]([NH:34][CH2:35][CH2:36][C:37]([OH:39])=[O:38])=[O:33])=[CH:30][CH:31]=2)[C:9]2[C:10]([CH:22]3[CH2:24][CH2:23]3)=[N:11][N:12]([C:14]3[CH:19]=[CH:18][C:17]([O:20][CH3:21])=[CH:16][CH:15]=3)[CH:13]=2)[CH2:6][CH2:5][CH2:4][CH2:3][CH2:2]1, predict the reactants needed to synthesize it. The reactants are: [CH:1]1([CH:7]([C:9]2[C:10]([CH:22]3[CH2:24][CH2:23]3)=[N:11][N:12]([C:14]3[CH:19]=[CH:18][C:17]([O:20][CH3:21])=[CH:16][CH:15]=3)[CH:13]=2)O)[CH2:6][CH2:5][CH2:4][CH2:3][CH2:2]1.[NH2:25][C:26]1[CH:31]=[CH:30][C:29]([C:32]([NH:34][CH2:35][CH2:36][C:37]([O:39]CC)=[O:38])=[O:33])=[CH:28][CH:27]=1. (5) Given the product [CH3:1][O:2][CH2:3][CH2:4][NH:5][C:6]([C:8]1[CH:13]=[CH:12][C:11]([CH2:14][CH2:15][C:16]([OH:18])=[O:17])=[CH:10][CH:9]=1)=[O:7], predict the reactants needed to synthesize it. The reactants are: [CH3:1][O:2][CH2:3][CH2:4][NH:5][C:6]([C:8]1[CH:13]=[CH:12][C:11](/[CH:14]=[CH:15]/[C:16]([O:18]CC2C=CC=CC=2)=[O:17])=[CH:10][CH:9]=1)=[O:7]. (6) Given the product [CH3:1][O:2][N:3]=[CH:4]/[C:5](/[CH3:15])=[CH:6]/[C@@H:7]1[C@@H:9]([C:10]([O:12][CH2:22][N:24]2[C:20](=[O:16])[CH2:19][N:26]([CH2:27][C:28]#[CH:29])[C:25]2=[O:35])=[O:11])[C:8]1([CH3:14])[CH3:13], predict the reactants needed to synthesize it. The reactants are: [CH3:1][O:2][N:3]=[CH:4]/[C:5](/[CH3:15])=[CH:6]/[C@@H:7]1[C@@H:9]([C:10]([OH:12])=[O:11])[C:8]1([CH3:14])[CH3:13].[O:16]1[CH2:20][CH2:19]CC1.Cl.[CH2:22]([N:24]=[C:25]=[N:26][CH2:27][CH2:28][CH2:29]N(C)C)C.[Cl-].[Na+].[OH2:35]. (7) Given the product [NH2:8][C:7]1[C:2]([F:1])=[CH:3][C:4]([CH3:12])=[C:5]([OH:11])[CH:6]=1, predict the reactants needed to synthesize it. The reactants are: [F:1][C:2]1[C:7]([N+:8]([O-])=O)=[CH:6][C:5]([OH:11])=[C:4]([CH3:12])[CH:3]=1. (8) Given the product [CH3:1][O:2][C:3]1[CH:12]=[CH:11][C:6]2[C:7]([CH3:10])=[N:8][O:9][C:5]=2[C:4]=1[CH2:13][CH2:14][N:15]1[CH2:20][CH2:19][CH:18]([N:21]2[C:29]3[C:24](=[CH:25][CH:26]=[C:27]([C:30]([NH:32][CH3:35])=[O:31])[CH:28]=3)[CH:23]=[CH:22]2)[CH2:17][CH2:16]1, predict the reactants needed to synthesize it. The reactants are: [CH3:1][O:2][C:3]1[CH:12]=[CH:11][C:6]2[C:7]([CH3:10])=[N:8][O:9][C:5]=2[C:4]=1[CH2:13][CH2:14][N:15]1[CH2:20][CH2:19][CH:18]([N:21]2[C:29]3[C:24](=[CH:25][CH:26]=[C:27]([C:30]([NH2:32])=[O:31])[CH:28]=3)[CH:23]=[CH:22]2)[CH2:17][CH2:16]1.[H-].[Na+].[CH3:35]I.O. (9) Given the product [Cl:1][C:2]1[C:19]([F:20])=[CH:18][C:5]([C:6]([NH:8][C:9]2[CH:13]=[CH:12][S:11][C:10]=2[C:14]([OH:16])=[O:15])=[O:7])=[C:4]([F:21])[CH:3]=1, predict the reactants needed to synthesize it. The reactants are: [Cl:1][C:2]1[C:19]([F:20])=[CH:18][C:5]([C:6]([NH:8][C:9]2[CH:13]=[CH:12][S:11][C:10]=2[C:14]([O:16]C)=[O:15])=[O:7])=[C:4]([F:21])[CH:3]=1.CO.[OH-].[Na+]. (10) Given the product [ClH:46].[ClH:46].[C:1]1([C:40]2[CH:45]=[CH:44][CH:43]=[CH:42][CH:41]=2)[CH:6]=[CH:5][CH:4]=[CH:3][C:2]=1[CH2:7][C:8]([N:10]1[CH2:14][CH2:13][C@H:12]([NH:15][C:16]2[N:25]=[C:24]([N:26]3[CH2:32][CH2:31][CH2:30][NH:29][CH2:28][CH2:27]3)[C:23]3[C:18](=[CH:19][CH:20]=[CH:21][CH:22]=3)[N:17]=2)[CH2:11]1)=[O:9], predict the reactants needed to synthesize it. The reactants are: [C:1]1([C:40]2[CH:45]=[CH:44][CH:43]=[CH:42][CH:41]=2)[CH:6]=[CH:5][CH:4]=[CH:3][C:2]=1[CH2:7][C:8]([N:10]1[CH2:14][CH2:13][C@H:12]([NH:15][C:16]2[N:25]=[C:24]([N:26]3[CH2:32][CH2:31][CH2:30][N:29](C(OC(C)(C)C)=O)[CH2:28][CH2:27]3)[C:23]3[C:18](=[CH:19][CH:20]=[CH:21][CH:22]=3)[N:17]=2)[CH2:11]1)=[O:9].[ClH:46].